This data is from Full USPTO retrosynthesis dataset with 1.9M reactions from patents (1976-2016). The task is: Predict the reactants needed to synthesize the given product. (1) The reactants are: Cl.[CH:2]1(/[CH:7]=[C:8](\[C:24]2[CH:29]=[CH:28][C:27]([S:30]([CH3:33])(=[O:32])=[O:31])=[CH:26][CH:25]=2)/[C:9]([NH:11][C:12]2[S:13][CH:14]=[C:15]([CH:17]3[CH2:21][O:20]C(C)(C)[O:18]3)[N:16]=2)=[O:10])[CH2:6][CH2:5][CH2:4][CH2:3]1. Given the product [CH:2]1(/[CH:7]=[C:8](\[C:24]2[CH:29]=[CH:28][C:27]([S:30]([CH3:33])(=[O:32])=[O:31])=[CH:26][CH:25]=2)/[C:9]([NH:11][C:12]2[S:13][CH:14]=[C:15]([CH:17]([OH:18])[CH2:21][OH:20])[N:16]=2)=[O:10])[CH2:6][CH2:5][CH2:4][CH2:3]1, predict the reactants needed to synthesize it. (2) Given the product [Br:1][C:2]1[CH:7]=[CH:6][N:5]2[C:8](=[O:15])[N:9]([CH2:11][CH:12]([CH3:14])[CH3:13])[N:10]=[C:4]2[C:3]=1[C:21]1[CH:22]=[CH:23][C:18]([Cl:17])=[CH:19][CH:20]=1, predict the reactants needed to synthesize it. The reactants are: [Br:1][C:2]1[CH:7]=[CH:6][N:5]2[C:8](=[O:15])[N:9]([CH2:11][CH:12]([CH3:14])[CH3:13])[N:10]=[C:4]2[C:3]=1I.[Cl:17][C:18]1[CH:23]=[CH:22][C:21](B(O)O)=[CH:20][CH:19]=1.C([O-])([O-])=O.[K+].[K+]. (3) Given the product [Cl:24][C:20]1[CH:19]=[C:18]([NH:17][C:16]([N:13]2[CH2:14][CH2:15][C:10]3[NH:9][N:8]=[C:7]([C:30]4[CH:29]=[C:28]([CH3:37])[CH:33]=[CH:32][CH:31]=4)[C:11]=3[CH2:12]2)=[O:25])[CH:23]=[CH:22][CH:21]=1, predict the reactants needed to synthesize it. The reactants are: FC(F)(F)S(O[C:7]1[C:11]2[CH2:12][N:13]([C:16](=[O:25])[NH:17][C:18]3[CH:23]=[CH:22][CH:21]=[C:20]([Cl:24])[CH:19]=3)[CH2:14][CH2:15][C:10]=2[NH:9][N:8]=1)(=O)=O.[C:28]1([CH3:37])[CH:33]=[CH:32][CH:31]=[C:30](B(O)O)[CH:29]=1.[O-]P([O-])([O-])=O.[K+].[K+].[K+].O. (4) Given the product [C:25]([NH:24][C:11]1[S:12][C:13]([C:14]2[CH:15]=[CH:16][C:17]([S:20]([CH3:23])(=[O:21])=[O:22])=[CH:18][CH:19]=2)=[C:9]([C:6]2[CH:5]=[CH:4][C:3](/[CH:53]=[CH:33]/[C:28]([O:30][CH2:31][CH3:32])=[O:29])=[CH:8][CH:7]=2)[N:10]=1)(=[O:27])[CH3:26], predict the reactants needed to synthesize it. The reactants are: C([C:3]1[CH:8]=[CH:7][C:6]([C:9]2[N:10]=[C:11]([NH:24][C:25](=[O:27])[CH3:26])[S:12][C:13]=2[C:14]2[CH:19]=[CH:18][C:17]([S:20]([CH3:23])(=[O:22])=[O:21])=[CH:16][CH:15]=2)=[CH:5][CH:4]=1)=O.[C:28]([CH:33]=P(C1C=CC=CC=1)(C1C=CC=CC=1)C1C=CC=CC=1)([O:30][CH2:31][CH3:32])=[O:29].[CH:53](Cl)(Cl)Cl. (5) Given the product [CH2:1]([O:5][C:6]1[CH:11]=[CH:10][CH:9]=[CH:8][C:7]=1[CH2:12][N:13]1[CH:17]=[CH:16][C:15]([C:18]([Cl:23])=[O:20])=[N:14]1)[CH2:2][CH2:3][CH3:4], predict the reactants needed to synthesize it. The reactants are: [CH2:1]([O:5][C:6]1[CH:11]=[CH:10][CH:9]=[CH:8][C:7]=1[CH2:12][N:13]1[CH:17]=[CH:16][C:15]([C:18]([OH:20])=O)=[N:14]1)[CH2:2][CH2:3][CH3:4].S(Cl)([Cl:23])=O.CN(C)C=O.